Dataset: Forward reaction prediction with 1.9M reactions from USPTO patents (1976-2016). Task: Predict the product of the given reaction. (1) The product is: [C:21]([Si:18]([O:17][CH2:16][CH2:15][O:13][C:5]1[CH:6]=[CH:7][CH:8]=[C:9]([N+:10]([O-:12])=[O:11])[C:4]=1[N+:1]([O-:3])=[O:2])([CH3:20])[CH3:19])([CH3:24])([CH3:23])[CH3:22]. Given the reactants [N+:1]([C:4]1[C:9]([N+:10]([O-:12])=[O:11])=[CH:8][CH:7]=[CH:6][C:5]=1[OH:13])([O-:3])=[O:2].Br[CH2:15][CH2:16][O:17][Si:18]([C:21]([CH3:24])([CH3:23])[CH3:22])([CH3:20])[CH3:19], predict the reaction product. (2) Given the reactants C(OC([N:8]1[CH2:12][CH2:11][CH:10]([N:13]([CH2:17][C:18]2[CH:23]=[CH:22][C:21]([Cl:24])=[CH:20][CH:19]=2)[CH2:14][CH2:15][OH:16])[CH2:9]1)=O)(C)(C)C.FC(F)(F)C(O)=O, predict the reaction product. The product is: [Cl:24][C:21]1[CH:20]=[CH:19][C:18]([CH2:17][N:13]([CH:10]2[CH2:11][CH2:12][NH:8][CH2:9]2)[CH2:14][CH2:15][OH:16])=[CH:23][CH:22]=1. (3) Given the reactants [N:1]1[CH:6]=[CH:5][CH:4]=[CH:3][C:2]=1[CH:7]([OH:12])[CH2:8][CH2:9][CH2:10][OH:11].[C:13]([Si:17](Cl)([CH3:19])[CH3:18])([CH3:16])([CH3:15])[CH3:14].C(N(CC)CC)C.O, predict the reaction product. The product is: [CH3:14][C:13]([Si:17]([CH3:19])([CH3:18])[O:11][CH2:10][CH2:9][CH2:8][CH:7]([C:2]1[CH:3]=[CH:4][CH:5]=[CH:6][N:1]=1)[OH:12])([CH3:16])[CH3:15]. (4) Given the reactants [OH-].[Na+].[Cl:3][C:4]1[CH:5]=[C:6]([C:14]2[O:18][N:17]=[C:16]([C:19]3[C:20]([O:32][CH3:33])=[C:21]([CH2:25][CH2:26][C:27]([O:29]CC)=[O:28])[CH:22]=[CH:23][CH:24]=3)[N:15]=2)[CH:7]=[CH:8][C:9]=1[O:10][CH:11]([CH3:13])[CH3:12].Cl, predict the reaction product. The product is: [Cl:3][C:4]1[CH:5]=[C:6]([C:14]2[O:18][N:17]=[C:16]([C:19]3[C:20]([O:32][CH3:33])=[C:21]([CH2:25][CH2:26][C:27]([OH:29])=[O:28])[CH:22]=[CH:23][CH:24]=3)[N:15]=2)[CH:7]=[CH:8][C:9]=1[O:10][CH:11]([CH3:12])[CH3:13].